Dataset: Catalyst prediction with 721,799 reactions and 888 catalyst types from USPTO. Task: Predict which catalyst facilitates the given reaction. (1) Product: [CH2:1]([N:3]([CH:4]1[CH2:9][CH2:8][CH2:7][CH:6]([C:10]2[C:18]3[C:13](=[CH:14][CH:15]=[C:16]([N+:19]([O-:21])=[O:20])[CH:17]=3)[NH:12][CH:11]=2)[CH2:5]1)[C:27](=[O:28])[O:26][C:23]([CH3:25])([CH3:24])[CH3:22])[CH3:2]. The catalyst class is: 12. Reactant: [CH2:1]([NH:3][CH:4]1[CH2:9][CH2:8][CH2:7][CH:6]([C:10]2[C:18]3[C:13](=[CH:14][CH:15]=[C:16]([N+:19]([O-:21])=[O:20])[CH:17]=3)[NH:12][CH:11]=2)[CH2:5]1)[CH3:2].[CH3:22][C:23]([O:26][C:27](O[C:27]([O:26][C:23]([CH3:25])([CH3:24])[CH3:22])=[O:28])=[O:28])([CH3:25])[CH3:24].C(N(CC)CC)C. (2) Reactant: C(N(CC)CC)C.[C:8]1([C@H:14]([NH:32][C:33]([O:35][C@@H:36]2[CH:41]3[CH2:42][CH2:43][N:38]([CH2:39][CH2:40]3)[CH2:37]2)=[O:34])[C:15]2[CH:16]=[C:17]([CH:29]=[CH:30][CH:31]=2)[O:18][CH2:19][C:20]2[CH:28]=[CH:27][C:23]([C:24]([OH:26])=O)=[CH:22][CH:21]=2)[CH:13]=[CH:12][CH:11]=[CH:10][CH:9]=1.OC1C=CC=C[N+]=1[O-].C(Cl)CCl.[CH2:56]([NH:63][CH2:64][CH2:65][CH:66]1[O:70][CH2:69][CH2:68][O:67]1)[C:57]1[CH:62]=[CH:61][CH:60]=[CH:59][CH:58]=1. Product: [N:38]12[CH2:43][CH2:42][CH:41]([CH2:40][CH2:39]1)[C@@H:36]([O:35][C:33](=[O:34])[NH:32][C@H:14]([C:15]1[CH:31]=[CH:30][CH:29]=[C:17]([O:18][CH2:19][C:20]3[CH:28]=[CH:27][C:23]([C:24](=[O:26])[N:63]([CH2:64][CH2:65][CH:66]4[O:67][CH2:68][CH2:69][O:70]4)[CH2:56][C:57]4[CH:58]=[CH:59][CH:60]=[CH:61][CH:62]=4)=[CH:22][CH:21]=3)[CH:16]=1)[C:8]1[CH:9]=[CH:10][CH:11]=[CH:12][CH:13]=1)[CH2:37]2. The catalyst class is: 39. (3) Reactant: [CH3:1][C:2]1[S:6][C:5](/[CH:7]=[CH:8]/[C:9]([OH:11])=O)=[CH:4][CH:3]=1.C(OC(Cl)=O)C(C)C.[N-:20]=[N+:21]=[N-:22].[Na+]. Product: [CH3:1][C:2]1[S:6][C:5](/[CH:7]=[CH:8]/[C:9]([N:20]=[N+:21]=[N-:22])=[O:11])=[CH:4][CH:3]=1. The catalyst class is: 95. (4) Reactant: [NH2:1][C@@H:2]([CH3:6])[CH2:3][C:4]#[N:5].N1[CH2:12][CH2:11][CH2:10][CH2:9][C:8]1=O.CC[OH:16]. Product: [O:16]=[C:10]1[CH2:11][CH2:12][N:1]([C@H:2]([CH3:6])[CH2:3][C:4]#[N:5])[CH2:8][CH2:9]1. The catalyst class is: 6. (5) Reactant: [CH3:1][N:2]([CH3:35])[CH2:3][CH2:4][CH2:5][O:6][C:7]1[C:32]([O:33][CH3:34])=[CH:31][C:10]2[C:11]3[N:16]([CH:17]([C:19]([CH3:24])([CH3:23])[CH2:20][O:21][CH3:22])[CH2:18][C:9]=2[CH:8]=1)[CH:15]=[C:14]([C:25]([O:27]CC)=[O:26])[C:13](=[O:30])[CH:12]=3.[Li+].[OH-].Cl. The catalyst class is: 219. Product: [CH3:35][N:2]([CH3:1])[CH2:3][CH2:4][CH2:5][O:6][C:7]1[C:32]([O:33][CH3:34])=[CH:31][C:10]2[C:11]3[N:16]([CH:17]([C:19]([CH3:24])([CH3:23])[CH2:20][O:21][CH3:22])[CH2:18][C:9]=2[CH:8]=1)[CH:15]=[C:14]([C:25]([OH:27])=[O:26])[C:13](=[O:30])[CH:12]=3. (6) Reactant: [F:1][C:2]([F:11])([F:10])[C:3]1[CH:8]=[CH:7][C:6]([OH:9])=[CH:5][CH:4]=1.Cl.[O:13]1[CH:18]=[CH:17][CH2:16][CH2:15][CH2:14]1.C([O-])(O)=O.[Na+]. Product: [F:1][C:2]([F:10])([F:11])[C:3]1[CH:4]=[CH:5][C:6]([O:9][CH:14]2[CH2:15][CH2:16][CH2:17][CH2:18][O:13]2)=[CH:7][CH:8]=1. The catalyst class is: 258.